From a dataset of Full USPTO retrosynthesis dataset with 1.9M reactions from patents (1976-2016). Predict the reactants needed to synthesize the given product. (1) The reactants are: [CH:1]1([N:4]2[CH2:13][C:12]3[C:7](=[CH:8][CH:9]=[CH:10][CH:11]=3)[N:6]([CH2:14][C:15]3[N:19]([CH2:20][CH2:21][CH:22]([CH3:24])[CH3:23])[C:18]4[CH:25]=[CH:26][C:27]([C:29]([NH2:32])=[N:30]O)=[CH:28][C:17]=4[N:16]=3)[CH2:5]2)[CH2:3][CH2:2]1. Given the product [NH3:4].[CH:1]1([N:4]2[CH2:13][C:12]3[C:7](=[CH:8][CH:9]=[CH:10][CH:11]=3)[N:6]([CH2:14][C:15]3[N:19]([CH2:20][CH2:21][CH:22]([CH3:24])[CH3:23])[C:18]4[CH:25]=[CH:26][C:27]([C:29]([NH2:32])=[NH:30])=[CH:28][C:17]=4[N:16]=3)[CH2:5]2)[CH2:2][CH2:3]1, predict the reactants needed to synthesize it. (2) Given the product [Ag+:1].[OH:3][C:4]12[CH2:13][CH:8]3[CH2:9][CH:10]([CH2:12][C:6]([C:14]([O-:16])=[O:15])([CH2:7]3)[CH2:5]1)[CH2:11]2, predict the reactants needed to synthesize it. The reactants are: [Ag:1]=O.[OH:3][C:4]12[CH2:13][CH:8]3[CH2:9][CH:10]([CH2:12][C:6]([C:14]([OH:16])=[O:15])([CH2:7]3)[CH2:5]1)[CH2:11]2. (3) Given the product [CH3:18][C:17]1([CH3:19])[C:20]2[NH:21][C:22]([CH2:28][CH2:29][CH3:30])=[N:23][C:24]=2[CH2:25][O:26]1, predict the reactants needed to synthesize it. The reactants are: C1(N=C=NC2CCCCC2)CCCCC1.O[C:17]([C:20]1[N:21]=[C:22]([CH2:28][CH2:29][CH3:30])[NH:23][C:24]=1[C:25](O)=[O:26])([CH3:19])[CH3:18]. (4) Given the product [Cl:1][C:2]1[S:6][C:5]([S:7]([N:10]([CH:11]([CH3:12])[CH3:13])[CH2:14][C:15]([NH:67][CH2:66][C:62]2[CH:61]=[C:60]([C:57]3[CH:56]=[CH:55][C:54]([C:53]([F:69])([F:68])[F:52])=[CH:59][CH:58]=3)[N:65]=[CH:64][N:63]=2)=[O:17])(=[O:8])=[O:9])=[CH:4][CH:3]=1, predict the reactants needed to synthesize it. The reactants are: [Cl:1][C:2]1[S:6][C:5]([S:7]([N:10]([CH2:14][C:15]([OH:17])=O)[CH:11]([CH3:13])[CH3:12])(=[O:9])=[O:8])=[CH:4][CH:3]=1.CN(C(ON1N=NC2C=CC=NC1=2)=[N+](C)C)C.F[P-](F)(F)(F)(F)F.CCN(C(C)C)C(C)C.Cl.[F:52][C:53]([F:69])([F:68])[C:54]1[CH:59]=[CH:58][C:57]([C:60]2[N:65]=[CH:64][N:63]=[C:62]([CH2:66][NH2:67])[CH:61]=2)=[CH:56][CH:55]=1. (5) Given the product [NH2:8][C:5]1[C:4]([CH:16]([C:18]2[CH:23]=[CH:22][CH:21]=[C:20]([O:24][CH3:25])[C:19]=2[O:26][CH3:27])[OH:17])=[CH:3][C:2]([Cl:1])=[CH:7][N:6]=1, predict the reactants needed to synthesize it. The reactants are: [Cl:1][C:2]1[CH:3]=[C:4]([CH:16]([C:18]2[CH:23]=[CH:22][CH:21]=[C:20]([O:24][CH3:25])[C:19]=2[O:26][CH3:27])[OH:17])[C:5]([NH:8]C(=O)OC(C)(C)C)=[N:6][CH:7]=1.O.Cl.[OH-].[Na+]. (6) Given the product [Cl:38][C:24]1[C:23]([CH3:39])=[C:22]([C:18]2[CH:19]=[CH:20][CH:21]=[C:16]([CH2:15][O:14][C:12]3[CH:11]=[CH:10][C:9]4[C@H:5]([CH2:4][C:3]([OH:40])=[O:2])[CH2:6][O:7][C:8]=4[CH:13]=3)[CH:17]=2)[C:27]([CH3:28])=[C:26]([Cl:29])[C:25]=1[O:30][CH2:31][CH2:32][CH2:33][S:34]([CH3:37])(=[O:36])=[O:35], predict the reactants needed to synthesize it. The reactants are: C[O:2][C:3](=[O:40])[CH2:4][C@H:5]1[C:9]2[CH:10]=[CH:11][C:12]([O:14][CH2:15][C:16]3[CH:17]=[C:18]([C:22]4[C:27]([CH3:28])=[C:26]([Cl:29])[C:25]([O:30][CH2:31][CH2:32][CH2:33][S:34]([CH3:37])(=[O:36])=[O:35])=[C:24]([Cl:38])[C:23]=4[CH3:39])[CH:19]=[CH:20][CH:21]=3)=[CH:13][C:8]=2[O:7][CH2:6]1.CO.[OH-].[Na+].C(O)(=O)CC(CC(O)=O)(C(O)=O)O. (7) Given the product [CH2:20]([O:19][C:16](=[O:18])/[CH:17]=[C:10](\[CH3:11])/[CH2:9][C:8]([NH:7][C:6]([O:5][C:1]([CH3:4])([CH3:3])[CH3:2])=[O:15])([CH3:13])[CH3:14])[CH3:21], predict the reactants needed to synthesize it. The reactants are: [C:1]([O:5][C:6](=[O:15])[NH:7][C:8]([CH3:14])([CH3:13])[CH2:9][C:10](=O)[CH3:11])([CH3:4])([CH3:3])[CH3:2].[C:16]([O:19][CH2:20][CH3:21])(=[O:18])[CH3:17].Cl. (8) Given the product [CH:11]1([C:9]2[C:8]([CH3:14])=[CH:7][C:6]([CH3:15])=[C:5]([CH2:4][C:3]([OH:16])=[O:2])[CH:10]=2)[CH2:12][CH2:13]1, predict the reactants needed to synthesize it. The reactants are: C[O:2][C:3](=[O:16])[CH2:4][C:5]1[CH:10]=[C:9]([CH:11]2[CH2:13][CH2:12]2)[C:8]([CH3:14])=[CH:7][C:6]=1[CH3:15].[OH-].[Na+].